From a dataset of Full USPTO retrosynthesis dataset with 1.9M reactions from patents (1976-2016). Predict the reactants needed to synthesize the given product. Given the product [NH2:27][C@@H:22]1[C@H:21]([NH:20][C:2]2[N:7]=[N:6][C:5]([C:8]([NH2:10])=[O:9])=[C:4]([NH:11][C:12]3[CH:17]=[CH:16][C:15]([CH3:18])=[C:14]([CH3:19])[N:13]=3)[CH:3]=2)[CH2:26][CH2:25][O:24][CH2:23]1, predict the reactants needed to synthesize it. The reactants are: Cl[C:2]1[N:7]=[N:6][C:5]([C:8]([NH2:10])=[O:9])=[C:4]([NH:11][C:12]2[CH:17]=[CH:16][C:15]([CH3:18])=[C:14]([CH3:19])[N:13]=2)[CH:3]=1.[NH2:20][C@@H:21]1[CH2:26][CH2:25][O:24][CH2:23][C@@H:22]1[NH:27]C(=O)OC(C)(C)C.C(O)(C(F)(F)F)=O.C1CCCCC1.